Dataset: Catalyst prediction with 721,799 reactions and 888 catalyst types from USPTO. Task: Predict which catalyst facilitates the given reaction. (1) Reactant: [CH2:1]([C:3]([CH2:12][CH2:13][C:14]1([CH3:19])OCCO1)([C:8]([O:10]C)=[O:9])[C:4]([O:6][CH3:7])=[O:5])[CH3:2].C1(C)C=CC(S(O)(=O)=O)=CC=1.C([O-])([O-])OC.C(C(CCC(=O)C)(C(OC)=O)C(OC)=O)C.C(=O)(O)[O-].[Na+]. The catalyst class is: 196. Product: [CH2:1]([C@@:3]([C:4]([O:6][CH3:7])=[O:5])([CH2:12][CH2:13][CH2:14][CH3:19])[C:8]([OH:10])=[O:9])[CH3:2]. (2) Reactant: [H-].[Li+].[Al+3].[Li+].[H-].[H-].[H-].[H-].[N:9]1[C:18]2[NH:17][C:16]3[CH:19]=[C:20]([C:23](OC)=[O:24])[CH:21]=[CH:22][C:15]=3[S:14][C:13]=2[N:12]=[CH:11][CH:10]=1.O.[OH-].[Na+]. Product: [N:9]1[C:18]2[NH:17][C:16]3[CH:19]=[C:20]([CH2:23][OH:24])[CH:21]=[CH:22][C:15]=3[S:14][C:13]=2[N:12]=[CH:11][CH:10]=1. The catalyst class is: 7. (3) Reactant: [Cl:1][C:2]1[CH:7]=[CH:6][C:5]([S:8]([NH:11][C@H:12]([CH2:17][OH:18])[C@@H:13]([CH3:16])[CH2:14][CH3:15])(=[O:10])=[O:9])=[CH:4][CH:3]=1.[C:19](=O)([O-])[O-].[K+].[K+].IC. Product: [Cl:1][C:2]1[CH:3]=[CH:4][C:5]([S:8]([N:11]([CH3:19])[C@H:12]([CH2:17][OH:18])[C@@H:13]([CH3:16])[CH2:14][CH3:15])(=[O:9])=[O:10])=[CH:6][CH:7]=1. The catalyst class is: 3. (4) Reactant: [Br:1][C:2]1[C:6]2=[N:7][C:8]([C:11]([O:13]C)=[O:12])=[CH:9][CH:10]=[C:5]2[S:4][CH:3]=1.O.[Li+].[OH-].Cl. Product: [Br:1][C:2]1[C:6]2=[N:7][C:8]([C:11]([OH:13])=[O:12])=[CH:9][CH:10]=[C:5]2[S:4][CH:3]=1. The catalyst class is: 36.